Dataset: Full USPTO retrosynthesis dataset with 1.9M reactions from patents (1976-2016). Task: Predict the reactants needed to synthesize the given product. (1) Given the product [CH3:71][N:72]([C@@H:73]([C:75]1[CH:80]=[CH:79][CH:78]=[CH:77][CH:76]=1)[CH3:74])[C:19](=[O:20])[C:18]1[CH:22]=[CH:23][CH:24]=[C:16]([CH:13]2[CH2:12][CH2:11][N:10]([C:8](=[O:9])[CH2:7][N:6]3[C:2]([CH3:1])=[CH:3][C:4]([C:25]([F:28])([F:27])[F:26])=[N:5]3)[CH2:15][CH2:14]2)[CH:17]=1, predict the reactants needed to synthesize it. The reactants are: [CH3:1][C:2]1[N:6]([CH2:7][C:8]([N:10]2[CH2:15][CH2:14][CH:13]([C:16]3[CH:17]=[C:18]([CH:22]=[CH:23][CH:24]=3)[C:19](O)=[O:20])[CH2:12][CH2:11]2)=[O:9])[N:5]=[C:4]([C:25]([F:28])([F:27])[F:26])[CH:3]=1.C(N(C(C)C)CC)(C)C.C[NH3+].F[P-](F)(F)(F)(F)F.N1(OC(N(C)C)=[N+](C)C)C2N=CC=CC=2N=N1.F[P-](F)(F)(F)(F)F.[CH3:71][NH:72][C@@H:73]([C:75]1[CH:80]=[CH:79][CH:78]=[CH:77][CH:76]=1)[CH3:74]. (2) Given the product [F:18][C:19]1[CH:24]=[CH:23][C:22]([S:25]([N:1]2[CH2:6][CH2:5][CH:4]([NH:7][C:8]([NH:10][C:11]3[CH:12]=[CH:13][C:14]([F:17])=[CH:15][CH:16]=3)=[O:9])[CH2:3][CH2:2]2)(=[O:27])=[O:26])=[CH:21][CH:20]=1, predict the reactants needed to synthesize it. The reactants are: [NH:1]1[CH2:6][CH2:5][CH:4]([NH:7][C:8]([NH:10][C:11]2[CH:16]=[CH:15][C:14]([F:17])=[CH:13][CH:12]=2)=[O:9])[CH2:3][CH2:2]1.[F:18][C:19]1[CH:24]=[CH:23][C:22]([S:25](Cl)(=[O:27])=[O:26])=[CH:21][CH:20]=1.O.ClCCl. (3) Given the product [CH2:1]([O:8][C:9](=[O:26])[NH:10][C:11]1[CH:16]=[CH:15][C:14]([O:17][C:18]2[CH:23]=[CH:22][N:21]=[C:20]([NH:24][C:38]([N:45]([CH3:46])[CH:44]3[CH2:33][CH2:32][N:29]([CH3:27])[CH2:30][CH2:31]3)=[O:37])[CH:19]=2)=[C:13]([F:25])[CH:12]=1)[C:2]1[CH:3]=[CH:4][CH:5]=[CH:6][CH:7]=1, predict the reactants needed to synthesize it. The reactants are: [CH2:1]([O:8][C:9](=[O:26])[NH:10][C:11]1[CH:16]=[CH:15][C:14]([O:17][C:18]2[CH:23]=[CH:22][N:21]=[C:20]([NH2:24])[CH:19]=2)=[C:13]([F:25])[CH:12]=1)[C:2]1[CH:7]=[CH:6][CH:5]=[CH:4][CH:3]=1.[CH2:27]([N:29]([CH2:32][CH3:33])[CH2:30][CH3:31])C.ClC([O:37][C:38]1C=CC=CC=1)=O.[CH3:44][NH:45][CH:46]1CCN(C)CC1. (4) Given the product [CH3:1][S:2][C:3]1[C:11]2[C:6](=[CH:7][C:8]([C:12]([N:14]3[CH2:15][CH2:16][N:17]([C:20]([O:22][C:23]([CH3:26])([CH3:25])[CH3:24])=[O:21])[CH2:18][CH2:19]3)=[O:13])=[CH:9][CH:10]=2)[N:5]([C:28]2[N:29]=[CH:30][C:31]([C:34]3[CH:39]=[CH:38][CH:37]=[CH:36][CH:35]=3)=[CH:32][N:33]=2)[CH:4]=1, predict the reactants needed to synthesize it. The reactants are: [CH3:1][S:2][C:3]1[C:11]2[C:6](=[CH:7][C:8]([C:12]([N:14]3[CH2:19][CH2:18][N:17]([C:20]([O:22][C:23]([CH3:26])([CH3:25])[CH3:24])=[O:21])[CH2:16][CH2:15]3)=[O:13])=[CH:9][CH:10]=2)[NH:5][CH:4]=1.Cl[C:28]1[N:33]=[CH:32][C:31]([C:34]2[CH:39]=[CH:38][CH:37]=[CH:36][CH:35]=2)=[CH:30][N:29]=1.BrC1C=NC(N2C3C(=CC=C(C(N4CCOCC4)=O)C=3)C(SC)=C2)=NC=1. (5) Given the product [C:37]([O:36][C:34]([N:32]1[CH2:33][CH:30]([NH:29][C:2]2[CH:3]=[CH:4][C:5]3[O:14][CH2:13][CH2:12][C:11]4[CH:10]=[C:9]([C:15]5[N:16]([C:20]6[CH:25]=[CH:24][C:23]([F:26])=[CH:22][C:21]=6[F:27])[N:17]=[CH:18][N:19]=5)[S:8][C:7]=4[C:6]=3[N:28]=2)[CH2:31]1)=[O:35])([CH3:40])([CH3:38])[CH3:39], predict the reactants needed to synthesize it. The reactants are: Cl[C:2]1[CH:3]=[CH:4][C:5]2[O:14][CH2:13][CH2:12][C:11]3[CH:10]=[C:9]([C:15]4[N:16]([C:20]5[CH:25]=[CH:24][C:23]([F:26])=[CH:22][C:21]=5[F:27])[N:17]=[CH:18][N:19]=4)[S:8][C:7]=3[C:6]=2[N:28]=1.[NH2:29][CH:30]1[CH2:33][N:32]([C:34]([O:36][C:37]([CH3:40])([CH3:39])[CH3:38])=[O:35])[CH2:31]1.CC(C1C=C(C(C)C)C(C2C=CC=CC=2P(C2CCCCC2)C2CCCCC2)=C(C(C)C)C=1)C.C(O[Na])(C)(C)C. (6) Given the product [CH2:17]([O:16][C:14]1[C:8]2[O:9][C:10]([CH3:12])([CH3:13])[O:11][C:7]=2[CH:6]=[C:5]([CH2:3][OH:2])[CH:15]=1)[C:18]1[CH:23]=[CH:22][CH:21]=[CH:20][CH:19]=1, predict the reactants needed to synthesize it. The reactants are: C[O:2][C:3]([C:5]1[CH:15]=[C:14]([O:16][CH2:17][C:18]2[CH:23]=[CH:22][CH:21]=[CH:20][CH:19]=2)[C:8]2[O:9][C:10]([CH3:13])([CH3:12])[O:11][C:7]=2[CH:6]=1)=O.[H-].C([Al+]CC(C)C)C(C)C.